From a dataset of Reaction yield outcomes from USPTO patents with 853,638 reactions. Predict the reaction yield, written as a fraction of the theoretical maximum amount of product (1.0 means a 100% yield; for example, 0.34 means a 34% yield). (1) The reactants are Cl[C:2]1[CH:7]=[C:6]([CH2:8][O:9][CH3:10])[N:5]=[CH:4][N:3]=1.C([O-])([O-])=O.[Cs+].[Cs+].[CH3:17][C:18]1(C)[C:44]2C(=C(P(C3C=CC=CC=3)C3C=CC=CC=3)C=CC=2)OC2C(P(C3C=CC=CC=3)C3C=CC=CC=3)=CC=C[C:19]1=2.C([NH:63][C:64](=[O:66])[O-:65])(C)(C)C. The catalyst is O1CCOCC1.C1C=CC(/C=C/C(/C=C/C2C=CC=CC=2)=O)=CC=1.C1C=CC(/C=C/C(/C=C/C2C=CC=CC=2)=O)=CC=1.C1C=CC(/C=C/C(/C=C/C2C=CC=CC=2)=O)=CC=1.[Pd].[Pd]. The product is [CH3:10][O:9][CH2:8][C:6]1[N:5]=[CH:4][N:3]=[C:2]([NH:63][C:64](=[O:66])[O:65][C:18]([CH3:44])([CH3:19])[CH3:17])[CH:7]=1. The yield is 0.350. (2) The catalyst is CN(C1C=CN=CC=1)C.C(Cl)Cl.CCOCC. The product is [C:31]([O:39][C:40]1[C:49]2[C:44](=[CH:45][CH:46]=[CH:47][CH:48]=2)[C:43]([O:7][C:6](=[O:8])[C@H:2]([CH:3]([CH3:5])[CH3:4])[NH:1][C:9]([O:11][C:12]([CH3:13])([CH3:15])[CH3:14])=[O:10])=[C:42]([CH3:51])[C:41]=1[CH2:52]/[CH:53]=[C:54](\[CH3:86])/[CH2:55][CH2:56]/[CH:57]=[C:58](\[CH3:85])/[CH2:59][CH2:60]/[CH:61]=[C:62](\[CH3:84])/[CH2:63][CH2:64]/[CH:65]=[C:66](\[CH3:83])/[CH2:67][CH2:68]/[CH:69]=[C:70](\[CH3:82])/[CH2:71][CH2:72]/[CH:73]=[C:74](\[CH3:81])/[CH2:75][CH2:76][CH:77]=[C:78]([CH3:80])[CH3:79])(=[O:38])[C:32]1[CH:33]=[CH:34][CH:35]=[CH:36][CH:37]=1. The yield is 0.320. The reactants are [NH:1]([C:9]([O:11][C:12]([CH3:15])([CH3:14])[CH3:13])=[O:10])[C@H:2]([C:6]([OH:8])=[O:7])[CH:3]([CH3:5])[CH3:4].C1CCC(N=C=NC2CCCCC2)CC1.[C:31]([O:39][C:40]1[C:49]2[C:44](=[CH:45][CH:46]=[CH:47][CH:48]=2)[C:43](O)=[C:42]([CH3:51])[C:41]=1[CH2:52]/[CH:53]=[C:54](\[CH3:86])/[CH2:55][CH2:56]/[CH:57]=[C:58](\[CH3:85])/[CH2:59][CH2:60]/[CH:61]=[C:62](\[CH3:84])/[CH2:63][CH2:64]/[CH:65]=[C:66](\[CH3:83])/[CH2:67][CH2:68]/[CH:69]=[C:70](\[CH3:82])/[CH2:71][CH2:72]/[CH:73]=[C:74](\[CH3:81])/[CH2:75][CH2:76][CH:77]=[C:78]([CH3:80])[CH3:79])(=[O:38])[C:32]1[CH:37]=[CH:36][CH:35]=[CH:34][CH:33]=1. (3) The reactants are [CH3:1][O:2][C:3]1[CH:8]=[CH:7][C:6]([C:9](=O)[CH:10]([C:15]2[CH:20]=[CH:19][CH:18]=[CH:17][CH:16]=2)[CH2:11][C:12](O)=[O:13])=[CH:5][CH:4]=1.O.[NH2:23][NH2:24]. The yield is 0.990. The catalyst is CCO. The product is [CH3:1][O:2][C:3]1[CH:8]=[CH:7][C:6]([C:9]2[CH:10]([C:15]3[CH:20]=[CH:19][CH:18]=[CH:17][CH:16]=3)[CH2:11][C:12](=[O:13])[NH:23][N:24]=2)=[CH:5][CH:4]=1. (4) The reactants are CCN(C(C)C)C(C)C.C1C=CC2N(O)N=NC=2C=1.[C:20]([NH:23][C@H:24]([C:27]([OH:29])=O)[CH2:25][OH:26])(=[O:22])[CH3:21].CCN=C=NCCCN(C)C.Cl.[Cl:42][C:43]1[S:64][C:46]2[NH:47][C:48]([C:50]([NH:52][C@@H:53]3[CH2:61][C:60]4[C:55](=[CH:56][CH:57]=[CH:58][CH:59]=4)[C@H:54]3[NH:62][CH3:63])=[O:51])=[CH:49][C:45]=2[CH:44]=1. The catalyst is CN(C=O)C.O. The product is [C:20]([NH:23][C@H:24]([C:27]([N:62]([CH3:63])[C@@H:54]1[C:55]2[C:60](=[CH:59][CH:58]=[CH:57][CH:56]=2)[CH2:61][C@H:53]1[NH:52][C:50]([C:48]1[NH:47][C:46]2[S:64][C:43]([Cl:42])=[CH:44][C:45]=2[CH:49]=1)=[O:51])=[O:29])[CH2:25][OH:26])(=[O:22])[CH3:21]. The yield is 0.0800. (5) The reactants are [CH2:1]([O:3][C:4](=[O:17])[C@:5]([OH:16])([CH3:15])[C@@H:6]([C@H:8]1[CH2:12][O:11][C:10]([CH3:14])([CH3:13])[O:9]1)[OH:7])[CH3:2].[C:18](Cl)([C:20]1[CH:25]=[CH:24][CH:23]=[CH:22][CH:21]=1)=[O:19]. The catalyst is N1C=CC=CC=1. The product is [CH2:1]([O:3][C:4](=[O:17])[C@:5]([OH:16])([CH3:15])[C@@H:6]([C@H:8]1[CH2:12][O:11][C:10]([CH3:13])([CH3:14])[O:9]1)[O:7][C:18](=[O:19])[C:20]1[CH:25]=[CH:24][CH:23]=[CH:22][CH:21]=1)[CH3:2]. The yield is 0.710. (6) The catalyst is C1C=CC(P(C2C=CC=CC=2)[C-]2C=CC=C2)=CC=1.C1C=CC(P(C2C=CC=CC=2)[C-]2C=CC=C2)=CC=1.Cl[Pd]Cl.[Fe+2].O.C(#N)C. The product is [C:19]([O:22][CH2:23][C:24]1[C:25]([N:33]2[CH2:44][CH2:43][N:42]3[C:35](=[CH:36][C:37]4[CH2:38][C:39]([CH3:46])([CH3:45])[CH2:40][C:41]=43)[C:34]2=[O:47])=[N:26][CH:27]=[CH:28][C:29]=1[C:2]1[CH:3]=[C:4]([NH:10][C:11]2[CH:15]=[C:14]([CH3:16])[N:13]([CH2:17][CH3:18])[N:12]=2)[C:5](=[O:9])[N:6]([CH3:8])[CH:7]=1)(=[O:21])[CH3:20]. The yield is 0.276. The reactants are Br[C:2]1[CH:3]=[C:4]([NH:10][C:11]2[CH:15]=[C:14]([CH3:16])[N:13]([CH2:17][CH3:18])[N:12]=2)[C:5](=[O:9])[N:6]([CH3:8])[CH:7]=1.[C:19]([O:22][CH2:23][C:24]1[C:25]([N:33]2[CH2:44][CH2:43][N:42]3[C:35](=[CH:36][C:37]4[CH2:38][C:39]([CH3:46])([CH3:45])[CH2:40][C:41]=43)[C:34]2=[O:47])=[N:26][CH:27]=[CH:28][C:29]=1B(O)O)(=[O:21])[CH3:20].[O-]P([O-])([O-])=O.[K+].[K+].[K+].C([O-])(=O)C.[Na+]. (7) The reactants are [CH3:1][C:2]1[CH:3]=[C:4]([CH:8]=[CH:9][C:10]=1[C:11]([N:13]1[CH2:17][CH2:16][CH2:15][CH2:14]1)=[O:12])[C:5]([OH:7])=O.CN(C(ON1N=NC2C=CC=CC1=2)=[N+](C)C)C.[B-](F)(F)(F)F.C(N(C(C)C)CC)(C)C.[Cl:49][C:50]1[CH:63]=[CH:62][C:53]2[NH:54][C:55]([C:57]3([NH2:61])[CH2:60][CH2:59][CH2:58]3)=[N:56][C:52]=2[CH:51]=1.ClCl. The catalyst is O1CCCC1.C(OCC)(=O)C.C(O)C. The product is [Cl:49][C:50]1[CH:63]=[CH:62][C:53]2[NH:54][C:55]([C:57]3([NH:61][C:5](=[O:7])[C:4]4[CH:8]=[CH:9][C:10]([C:11]([N:13]5[CH2:17][CH2:16][CH2:15][CH2:14]5)=[O:12])=[C:2]([CH3:1])[CH:3]=4)[CH2:58][CH2:59][CH2:60]3)=[N:56][C:52]=2[CH:51]=1. The yield is 0.880. (8) The product is [NH2:1][C:2]1[CH:3]=[CH:4][C:5]([CH2:8][CH2:9][CH2:10][OH:11])=[CH:6][CH:7]=1. The catalyst is O1CCCC1. The reactants are [NH2:1][C:2]1[CH:7]=[CH:6][C:5]([CH2:8][CH2:9][C:10](O)=[O:11])=[CH:4][CH:3]=1.[H-].[Al+3].[Li+].[H-].[H-].[H-]. The yield is 0.890. (9) The yield is 0.500. The product is [CH:8]([C:9]1[CH:10]=[C:13]([C:14]([O:16][CH2:17][CH3:18])=[O:15])[NH:25][N:24]=1)([CH3:12])[CH3:7]. The reactants are CC(C)([O-])C.[K+].[CH3:7][CH:8]([CH3:12])[C:9](=O)[CH3:10].[C:13](OCC)(=O)[C:14]([O:16][CH2:17][CH3:18])=[O:15].O.[NH2:24][NH2:25]. The catalyst is O1CCCC1.C(O)(=O)C.